This data is from Forward reaction prediction with 1.9M reactions from USPTO patents (1976-2016). The task is: Predict the product of the given reaction. (1) Given the reactants N[C:2]1[C:3]([C:9]([NH:11][CH2:12][C:13]2[CH:18]=[CH:17][C:16]([F:19])=[C:15]([F:20])[CH:14]=2)=[O:10])=[N:4][C:5]([Br:8])=[CH:6][N:7]=1.N1C=CC=CC=1.[FH:27].N([O-])=O.[Na+], predict the reaction product. The product is: [Br:8][C:5]1[N:4]=[C:3]([C:9]([NH:11][CH2:12][C:13]2[CH:18]=[CH:17][C:16]([F:19])=[C:15]([F:20])[CH:14]=2)=[O:10])[C:2]([F:27])=[N:7][CH:6]=1. (2) Given the reactants [ClH:1].[CH2:2]([O:9][NH:10][C@H:11]1[CH2:16][N:15](C(=O)C(F)(F)F)[C@H:14]([C:23]([O:25][CH3:26])=[O:24])[CH2:13][CH2:12]1)[C:3]1[CH:8]=[CH:7][CH:6]=[CH:5][CH:4]=1, predict the reaction product. The product is: [ClH:1].[ClH:1].[CH2:2]([O:9][NH:10][C@H:11]1[CH2:16][NH:15][C@H:14]([C:23]([O:25][CH3:26])=[O:24])[CH2:13][CH2:12]1)[C:3]1[CH:4]=[CH:5][CH:6]=[CH:7][CH:8]=1. (3) Given the reactants [F:1][C:2]1[CH:7]=[CH:6][C:5]([C:8]2[N:13]=[CH:12][N:11]=[C:10]([N:14]3[CH2:19][CH2:18][N:17](C(OC(C)(C)C)=O)[CH2:16][CH2:15]3)[CH:9]=2)=[CH:4][CH:3]=1.C(OCC)(=O)C.Cl, predict the reaction product. The product is: [F:1][C:2]1[CH:7]=[CH:6][C:5]([C:8]2[CH:9]=[C:10]([N:14]3[CH2:15][CH2:16][NH:17][CH2:18][CH2:19]3)[N:11]=[CH:12][N:13]=2)=[CH:4][CH:3]=1. (4) Given the reactants Cl[C:2]1[CH:7]=[C:6]([O:8][CH2:9][C:10]#[CH:11])[N:5]=[CH:4][N:3]=1.C(=O)([O-])[O-].[K+].[K+].[CH3:18][C:19]1[CH:20]=[C:21]([OH:25])[CH:22]=[CH:23][CH:24]=1.[Cl-].[NH4+], predict the reaction product. The product is: [CH3:18][C:19]1[CH:20]=[C:21]([CH:22]=[CH:23][CH:24]=1)[O:25][C:2]1[CH:7]=[C:6]([O:8][CH2:9][C:10]#[CH:11])[N:5]=[CH:4][N:3]=1. (5) Given the reactants FC(F)(F)C(O)=O.[Cl:8][C:9]1[C:10]([C:24]([NH2:26])=[O:25])=[C:11]2[CH2:16][NH:15][CH2:14][CH2:13][N:12]2[C:17]=1[C:18]1[CH:23]=[CH:22][CH:21]=[CH:20][CH:19]=1.C(N(CC)CC)C.[S:34]1[CH:38]=[CH:37][CH:36]=[C:35]1[S:39](Cl)(=[O:41])=[O:40], predict the reaction product. The product is: [Cl:8][C:9]1[C:10]([C:24]([NH2:26])=[O:25])=[C:11]2[CH2:16][N:15]([S:39]([C:35]3[S:34][CH:38]=[CH:37][CH:36]=3)(=[O:41])=[O:40])[CH2:14][CH2:13][N:12]2[C:17]=1[C:18]1[CH:23]=[CH:22][CH:21]=[CH:20][CH:19]=1. (6) The product is: [N:29]1[CH:30]=[CH:31][CH:32]=[C:27]([C:25]#[C:26][C:2]2[N:6]3[CH:7]=[C:8]([C:15]4[CH:16]=[CH:17][C:18]([C:21]([F:23])([F:22])[F:24])=[CH:19][CH:20]=4)[CH:9]=[C:10]([C:11]([F:14])([F:13])[F:12])[C:5]3=[N:4][CH:3]=2)[CH:28]=1. Given the reactants I[C:2]1[N:6]2[CH:7]=[C:8]([C:15]3[CH:20]=[CH:19][C:18]([C:21]([F:24])([F:23])[F:22])=[CH:17][CH:16]=3)[CH:9]=[C:10]([C:11]([F:14])([F:13])[F:12])[C:5]2=[N:4][CH:3]=1.[C:25]([C:27]1[CH:28]=[N:29][CH:30]=[CH:31][CH:32]=1)#[CH:26], predict the reaction product.